From a dataset of Forward reaction prediction with 1.9M reactions from USPTO patents (1976-2016). Predict the product of the given reaction. (1) Given the reactants [F:1][C:2]([F:13])([F:12])[C:3]([N:5]1[CH2:10][CH2:9][CH:8]([NH2:11])[CH2:7][CH2:6]1)=[O:4].[O:14]=[C:15]1[NH:24][C:23]2[N:22]=[C:21]([CH:25]=O)[CH:20]=[CH:19][C:18]=2[CH:17]=[CH:16]1.C(O)(=O)C.C(O[BH-](OC(=O)C)OC(=O)C)(=O)C.[Na+], predict the reaction product. The product is: [F:13][C:2]([F:1])([F:12])[C:3]([N:5]1[CH2:10][CH2:9][CH:8]([NH:11][CH2:25][C:21]2[N:22]=[C:23]3[C:18]([CH:17]=[CH:16][C:15](=[O:14])[NH:24]3)=[CH:19][CH:20]=2)[CH2:7][CH2:6]1)=[O:4]. (2) Given the reactants [F:1][C:2]1[CH:7]=[CH:6][C:5]([CH2:8][C:9]([NH:11][CH:12]2[CH2:17][CH2:16][N:15](C(OC(C)(C)C)=O)[CH2:14][CH2:13]2)=[O:10])=[CH:4][CH:3]=1.C(O)(C(F)(F)F)=O, predict the reaction product. The product is: [F:1][C:2]1[CH:7]=[CH:6][C:5]([CH2:8][C:9]([NH:11][CH:12]2[CH2:17][CH2:16][NH:15][CH2:14][CH2:13]2)=[O:10])=[CH:4][CH:3]=1. (3) The product is: [N:14]1([C:2]2[C:11]([CH:12]=[O:13])=[CH:10][C:9]3[C:4](=[CH:5][CH:6]=[CH:7][CH:8]=3)[N:3]=2)[CH2:19][CH2:18][O:17][CH2:16][CH2:15]1. Given the reactants Cl[C:2]1[C:11]([CH:12]=[O:13])=[CH:10][C:9]2[C:4](=[CH:5][CH:6]=[CH:7][CH:8]=2)[N:3]=1.[NH:14]1[CH2:19][CH2:18][O:17][CH2:16][CH2:15]1, predict the reaction product. (4) Given the reactants [CH2:1]([O:5][C:6]1[N:11]=[CH:10][N:9]=[C:8]([C:12](=O)[C:13]2[CH:18]=[CH:17][CH:16]=[CH:15][CH:14]=2)[CH:7]=1)[C:2]#[C:3][CH3:4].Cl.[CH:21]([O:24][NH2:25])([CH3:23])[CH3:22].Cl, predict the reaction product. The product is: [CH:21]([O:24][N:25]=[C:12]([C:13]1[CH:18]=[CH:17][CH:16]=[CH:15][CH:14]=1)[C:8]1[CH:7]=[C:6]([O:5][CH2:1][C:2]#[C:3][CH3:4])[N:11]=[CH:10][N:9]=1)([CH3:23])[CH3:22]. (5) The product is: [CH:21]1([NH:22][C:23](=[O:39])[C:24]2[CH:25]=[CH:26][C:27]([CH3:40])=[C:28]([C:2]3[CH:3]=[C:4]4[C:8](=[CH:9][CH:10]=3)[NH:7][N:6]=[CH:5]4)[CH:29]=2)[CH2:18][CH2:20]1. Given the reactants Br[C:2]1[CH:3]=[C:4]2[C:8](=[CH:9][CH:10]=1)[N:7](C(OC(C)(C)C)=O)[N:6]=[CH:5]2.[CH:18]1([CH2:21][NH:22][C:23](=[O:39])[C:24]2[CH:29]=[CH:28][CH:27]=[C:26](B3OC(C)(C)C(C)(C)O3)[CH:25]=2)[CH2:20]C1.[C:40](=O)([O-])[O-].[Na+].[Na+], predict the reaction product. (6) Given the reactants [C:1]([O:5][C:6](=[O:14])[CH2:7][NH:8][C:9]([CH3:13])([CH3:12])[CH2:10][OH:11])(C)(C)[CH3:2].[ClH:15].C(OCC)(=O)C.CO, predict the reaction product. The product is: [ClH:15].[CH2:1]([O:5][C:6](=[O:14])[CH2:7][NH:8][C:9]([CH3:13])([CH3:12])[CH2:10][OH:11])[CH3:2].